Dataset: Forward reaction prediction with 1.9M reactions from USPTO patents (1976-2016). Task: Predict the product of the given reaction. (1) Given the reactants [C:1]([C:5]1[CH:12]=[CH:11][C:10]([N+:13]([O-:15])=[O:14])=[CH:9][C:6]=1[C:7]#[N:8])([CH3:4])([CH3:3])[CH3:2].B.C1COCC1.CO.Cl, predict the reaction product. The product is: [C:1]([C:5]1[CH:12]=[CH:11][C:10]([N+:13]([O-:15])=[O:14])=[CH:9][C:6]=1[CH2:7][NH2:8])([CH3:4])([CH3:2])[CH3:3]. (2) The product is: [CH:1]1([C:6]([O:8][N:10]2[C:14](=[O:15])[CH2:13][CH2:12][C:11]2=[O:16])=[O:7])[CH2:5][CH:4]=[CH:3][CH2:2]1. Given the reactants [CH:1]1([C:6]([OH:8])=[O:7])[CH2:5][CH:4]=[CH:3][CH2:2]1.O[N:10]1[C:14](=[O:15])[CH2:13][CH2:12][C:11]1=[O:16], predict the reaction product. (3) The product is: [C:1]1([S:7]([N:24]2[CH2:23][CH2:22][C:21]3[C:26](=[CH:27][CH:28]=[C:19]([O:18][CH2:11][C:12]4[CH:13]=[CH:14][CH:15]=[CH:16][CH:17]=4)[CH:20]=3)[CH:25]2[C:29]2[CH:34]=[CH:33][C:32]([O:35][CH2:36][CH2:37][N:38]3[CH2:39][CH2:40][CH2:41][CH2:42]3)=[CH:31][CH:30]=2)(=[O:9])=[O:8])[CH:6]=[CH:5][CH:4]=[CH:3][CH:2]=1. Given the reactants [C:1]1([S:7](Cl)(=[O:9])=[O:8])[CH:6]=[CH:5][CH:4]=[CH:3][CH:2]=1.[CH2:11]([O:18][C:19]1[CH:20]=[C:21]2[C:26](=[CH:27][CH:28]=1)[CH:25]([C:29]1[CH:34]=[CH:33][C:32]([O:35][CH2:36][CH2:37][N:38]3[CH2:42][CH2:41][CH2:40][CH2:39]3)=[CH:31][CH:30]=1)[NH:24][CH2:23][CH2:22]2)[C:12]1[CH:17]=[CH:16][CH:15]=[CH:14][CH:13]=1.CCN(CC)CC, predict the reaction product. (4) Given the reactants [NH2:1][C:2]1[CH:16]=[CH:15][C:5]([C:6]([C:8]2[CH:13]=[CH:12][C:11]([NH2:14])=[CH:10][CH:9]=2)=[O:7])=[CH:4][CH:3]=1.[Cl:17][C:18]1[CH:19]=[C:20]([CH:24]=[CH:25][C:26]=1[N:27]1[CH2:32][CH2:31][O:30][CH2:29][CH2:28]1)[C:21]([O-])=[O:22], predict the reaction product. The product is: [Cl:17][C:18]1[CH:19]=[C:20]([CH:24]=[CH:25][C:26]=1[N:27]1[CH2:32][CH2:31][O:30][CH2:29][CH2:28]1)[C:21]([NH:1][C:2]1[CH:16]=[CH:15][C:5]([C:6](=[O:7])[C:8]2[CH:13]=[CH:12][C:11]([NH2:14])=[CH:10][CH:9]=2)=[CH:4][CH:3]=1)=[O:22]. (5) Given the reactants [CH:1]([C:4]1[CH:10]=[CH:9][C:7]([NH2:8])=[CH:6][CH:5]=1)([CH3:3])[CH3:2].C([O-])([O-])=O.[Ca+2].Br[CH2:17][C:18](Br)=[O:19].[CH3:21][O:22][C:23]1[CH:24]=[C:25]2[C:30](=[CH:31][C:32]=1[O:33][CH3:34])[N:29]=[CH:28][N:27]=[C:26]2[CH:35]1[CH2:40][CH2:39][NH:38][CH2:37][CH2:36]1, predict the reaction product. The product is: [CH3:21][O:22][C:23]1[CH:24]=[C:25]2[C:30](=[CH:31][C:32]=1[O:33][CH3:34])[N:29]=[CH:28][N:27]=[C:26]2[CH:35]1[CH2:40][CH2:39][N:38]([CH2:17][C:18]([NH:8][C:7]2[CH:9]=[CH:10][C:4]([CH:1]([CH3:3])[CH3:2])=[CH:5][CH:6]=2)=[O:19])[CH2:37][CH2:36]1. (6) The product is: [Cl:10][C:11]1[CH:12]=[C:13]2[C:17](=[CH:18][CH:19]=1)[NH:16][C:15](=[O:20])[C:14]2([C:2]1[CH:7]=[C:6]([CH3:8])[CH:5]=[CH:4][C:3]=1[CH3:9])[OH:21]. Given the reactants Br[C:2]1[CH:7]=[C:6]([CH3:8])[CH:5]=[CH:4][C:3]=1[CH3:9].[Cl:10][C:11]1[CH:12]=[C:13]2[C:17](=[CH:18][CH:19]=1)[NH:16][C:15](=[O:20])[C:14]2=[O:21], predict the reaction product. (7) The product is: [C:79]([O:78][C:76]([NH:75][C@@H:66]([CH2:65][CH2:64][NH:63][C:21](=[O:22])[C:20]1[CH:24]=[CH:25][C:17]([NH:16][C:13]2[N:12]=[CH:11][C:10]3[N:9]([CH3:28])[C:8](=[O:29])[C@@H:7]([CH2:30][CH3:31])[N:6]([CH:1]4[CH2:5][CH2:4][CH2:3][CH2:2]4)[C:15]=3[N:14]=2)=[C:18]([O:26][CH3:27])[CH:19]=1)[C:67]([O:69][CH:70]1[CH2:71][CH2:72][CH2:73][CH2:74]1)=[O:68])=[O:77])([CH3:82])([CH3:81])[CH3:80]. Given the reactants [CH:1]1([N:6]2[C:15]3[N:14]=[C:13]([NH:16][C:17]4[CH:25]=[CH:24][C:20]([C:21](O)=[O:22])=[CH:19][C:18]=4[O:26][CH3:27])[N:12]=[CH:11][C:10]=3[N:9]([CH3:28])[C:8](=[O:29])[C@H:7]2[CH2:30][CH3:31])[CH2:5][CH2:4][CH2:3][CH2:2]1.F[B-](F)(F)F.N1(OC(N(C)C)=[N+](C)C)C2C=CC=CC=2N=N1.CCN(C(C)C)C(C)C.[NH2:63][CH2:64][CH2:65][C@H:66]([NH:75][C:76]([O:78][C:79]([CH3:82])([CH3:81])[CH3:80])=[O:77])[C:67]([O:69][CH:70]1[CH2:74][CH2:73][CH2:72][CH2:71]1)=[O:68], predict the reaction product. (8) Given the reactants [NH2:1][C:2]1[CH:10]=[CH:9][C:8]([O:11][CH3:12])=[CH:7][C:3]=1[C:4](O)=[O:5].[H-].[Al+3].[Li+].[H-].[H-].[H-].O.[OH-].[Na+], predict the reaction product. The product is: [NH2:1][C:2]1[CH:10]=[CH:9][C:8]([O:11][CH3:12])=[CH:7][C:3]=1[CH2:4][OH:5]. (9) Given the reactants [Br:1][C:2]1[CH:3]=[N:4][C:5](Cl)=[N:6][CH:7]=1.[C:9]([O:13][C:14]([N:16]1[C@H:21]([CH2:22][NH2:23])[CH2:20][C@H:19]2[C@@H:17]1[CH2:18]2)=[O:15])([CH3:12])([CH3:11])[CH3:10].C([O-])([O-])=O.[K+].[K+].CCN(C(C)C)C(C)C, predict the reaction product. The product is: [C:9]([O:13][C:14]([N:16]1[C@H:21]([CH2:22][NH:23][C:5]2[N:4]=[CH:3][C:2]([Br:1])=[CH:7][N:6]=2)[CH2:20][C@H:19]2[C@@H:17]1[CH2:18]2)=[O:15])([CH3:12])([CH3:11])[CH3:10]. (10) Given the reactants [NH2:1][CH:2]([C:6]([CH3:9])([CH3:8])[CH3:7])[C:3]([OH:5])=[O:4].O.[O:11]1[CH2:15][CH2:14][CH:13]([O:16][C:17](=O)[O:18]C2C=CC([N+]([O-])=O)=CC=2)[CH2:12]1.CCN(C(C)C)C(C)C, predict the reaction product. The product is: [CH3:7][C:6]([CH3:9])([CH3:8])[CH:2]([NH:1][C:17]([O:16][CH:13]1[CH2:14][CH2:15][O:11][CH2:12]1)=[O:18])[C:3]([OH:5])=[O:4].